This data is from Peptide-MHC class II binding affinity with 134,281 pairs from IEDB. The task is: Regression. Given a peptide amino acid sequence and an MHC pseudo amino acid sequence, predict their binding affinity value. This is MHC class II binding data. (1) The peptide sequence is MISVLGPISGHVLKA. The MHC is DRB1_1201 with pseudo-sequence DRB1_1201. The binding affinity (normalized) is 0.173. (2) The peptide sequence is LLVKYAAGDGNIVAV. The MHC is DRB1_1201 with pseudo-sequence DRB1_1201. The binding affinity (normalized) is 0.0723. (3) The MHC is DRB1_0301 with pseudo-sequence DRB1_0301. The peptide sequence is MRRLADQSLPPNFSC. The binding affinity (normalized) is 0.249. (4) The peptide sequence is ASATAGTTVYGAFAA. The MHC is HLA-DQA10501-DQB10301 with pseudo-sequence HLA-DQA10501-DQB10301. The binding affinity (normalized) is 0.701. (5) The peptide sequence is FLPVFLAQPPSGQRR. The MHC is HLA-DPA10201-DPB10101 with pseudo-sequence HLA-DPA10201-DPB10101. The binding affinity (normalized) is 0.545. (6) The MHC is HLA-DQA10501-DQB10201 with pseudo-sequence HLA-DQA10501-DQB10201. The peptide sequence is EKWYFAATQFEPLAA. The binding affinity (normalized) is 0.524. (7) The peptide sequence is QRTVAVYSLKIAGWHGPKAPYTSTLLPPEL. The MHC is DRB5_0101 with pseudo-sequence DRB5_0101. The binding affinity (normalized) is 0.714. (8) The peptide sequence is MTYKAAVDLSHFLKEK. The MHC is DRB1_0103 with pseudo-sequence DRB1_0103. The binding affinity (normalized) is 0.0944. (9) The peptide sequence is AFAATHNPWASQEG. The MHC is DRB4_0101 with pseudo-sequence DRB4_0103. The binding affinity (normalized) is 0.286. (10) The peptide sequence is SVAGRVDGLELKKLG. The MHC is DRB3_0301 with pseudo-sequence DRB3_0301. The binding affinity (normalized) is 0.295.